Dataset: Full USPTO retrosynthesis dataset with 1.9M reactions from patents (1976-2016). Task: Predict the reactants needed to synthesize the given product. (1) Given the product [Br-:16].[CH2:7]([N+:1]1[CH:6]=[CH:5][CH:4]=[CH:3][CH:2]=1)[C:8]([C:10]1[CH:15]=[CH:14][CH:13]=[CH:12][CH:11]=1)=[O:9], predict the reactants needed to synthesize it. The reactants are: [N:1]1[CH:6]=[CH:5][CH:4]=[CH:3][CH:2]=1.[CH2:7]([Br:16])[C:8]([C:10]1[CH:15]=[CH:14][CH:13]=[CH:12][CH:11]=1)=[O:9]. (2) Given the product [CH3:15][CH:14]([CH3:16])[CH2:13][CH2:12][NH:11][S:8]([C:5]1[CH:6]=[CH:7][C:2]([O:1][C:19](=[O:20])[N:18]([CH3:17])[C:22]2[CH:27]=[CH:26][CH:25]=[CH:24][CH:23]=2)=[CH:3][CH:4]=1)(=[O:10])=[O:9], predict the reactants needed to synthesize it. The reactants are: [OH:1][C:2]1[CH:7]=[CH:6][C:5]([S:8]([NH:11][CH2:12][CH2:13][CH:14]([CH3:16])[CH3:15])(=[O:10])=[O:9])=[CH:4][CH:3]=1.[CH3:17][N:18]([C:22]1[CH:27]=[CH:26][CH:25]=[CH:24][CH:23]=1)[C:19](Cl)=[O:20]. (3) Given the product [C:1]1([C:26]2[CH:27]=[CH:28][CH:29]=[CH:30][CH:31]=2)[CH:2]=[CH:3][C:4]([O:7][CH2:8][CH2:9][CH2:10][CH2:11][CH2:12][C:13]2[CH:18]=[CH:17][C:16]([CH2:19][C@H:20]([O:24][CH3:25])[C:21]([OH:23])=[O:22])=[CH:15][CH:14]=2)=[CH:5][CH:6]=1, predict the reactants needed to synthesize it. The reactants are: [C:1]1([C:26]2[CH:31]=[CH:30][CH:29]=[CH:28][CH:27]=2)[CH:6]=[CH:5][C:4]([O:7][CH2:8][CH2:9][CH2:10][C:11]#[C:12][C:13]2[CH:18]=[CH:17][C:16]([CH2:19][C@H:20]([O:24][CH3:25])[C:21]([OH:23])=[O:22])=[CH:15][CH:14]=2)=[CH:3][CH:2]=1.[H][H]. (4) Given the product [NH2:23][C:3]1[CH:4]=[CH:5][C:6]([S:8]([N:9]=[C:10]([N:14]2[CH2:18][C:17]([CH3:20])([CH3:19])[CH:16]=[N:15]2)[NH:11][CH2:12][CH3:13])(=[O:22])=[O:21])=[CH:7][C:2]=1[Cl:1], predict the reactants needed to synthesize it. The reactants are: [Cl:1][C:2]1[CH:7]=[C:6]([S:8](=[O:22])(=[O:21])[N:9]=[C:10]([N:14]2[CH2:18][C:17]([CH3:20])([CH3:19])[CH:16]=[N:15]2)[NH:11][CH2:12][CH3:13])[CH:5]=[CH:4][C:3]=1[NH:23]C(=O)C.Cl.[OH-].[Na+].